Task: Predict the reactants needed to synthesize the given product.. Dataset: Full USPTO retrosynthesis dataset with 1.9M reactions from patents (1976-2016) Given the product [C:7]([O:11][C:12]([NH:13][CH2:14][C:15]1[CH:20]=[CH:19][CH:18]=[C:17]([CH2:21][N:1]2[CH2:6][CH2:5][O:4][CH2:3][CH2:2]2)[CH:16]=1)=[O:23])([CH3:10])([CH3:9])[CH3:8], predict the reactants needed to synthesize it. The reactants are: [NH:1]1[CH2:6][CH2:5][O:4][CH2:3][CH2:2]1.[C:7]([O:11][C:12](=[O:23])[NH:13][CH2:14][C:15]1[CH:20]=[CH:19][CH:18]=[C:17]([CH2:21]Cl)[CH:16]=1)([CH3:10])([CH3:9])[CH3:8].